Dataset: Forward reaction prediction with 1.9M reactions from USPTO patents (1976-2016). Task: Predict the product of the given reaction. (1) Given the reactants [C:1]([N:8]1[CH2:15][CH2:14][CH2:13][CH2:12][CH2:11][CH2:10][CH2:9]1)([O:3][C:4]([CH3:7])([CH3:6])[CH3:5])=[O:2].C(N1CCCC1)([O:18][C:19](C)(C)[CH3:20])=O, predict the reaction product. The product is: [C:4]([O:3][C:1]([N:8]1[CH2:15][CH2:14][CH2:13][CH2:12][CH2:11][CH2:10][C@@H:9]1[CH2:20][CH2:19][OH:18])=[O:2])([CH3:7])([CH3:6])[CH3:5]. (2) Given the reactants Br[C:2]1[CH:10]=[CH:9][CH:8]=[C:7]2[C:3]=1[CH2:4][CH2:5][C@@H:6]2[OH:11].C([O-])([O-])=O.[K+].[K+].[CH3:18][C:19]1[CH:24]=[CH:23][CH:22]=[C:21]([CH3:25])[C:20]=1B(O)O.COCCOC, predict the reaction product. The product is: [CH3:18][C:19]1[CH:24]=[CH:23][CH:22]=[C:21]([CH3:25])[C:20]=1[C:2]1[CH:10]=[CH:9][CH:8]=[C:7]2[C:3]=1[CH2:4][CH2:5][C@@H:6]2[OH:11]. (3) Given the reactants [NH:1]1[CH2:5][CH2:4][C@H:3]([N:6]([CH2:15][C:16]2[CH:21]=[CH:20][CH:19]=[CH:18][C:17]=2[C:22]([F:25])([F:24])[F:23])[C:7]2[CH:14]=[CH:13][C:10]([C:11]#[N:12])=[CH:9][CH:8]=2)[CH2:2]1.Br[CH2:27][C:28]1[CH:33]=[CH:32][N:31]=[CH:30][CH:29]=1, predict the reaction product. The product is: [N:31]1[CH:32]=[CH:33][C:28]([CH2:27][N:1]2[CH2:5][CH2:4][C@H:3]([N:6]([CH2:15][C:16]3[CH:21]=[CH:20][CH:19]=[CH:18][C:17]=3[C:22]([F:24])([F:23])[F:25])[C:7]3[CH:8]=[CH:9][C:10]([C:11]#[N:12])=[CH:13][CH:14]=3)[CH2:2]2)=[CH:29][CH:30]=1. (4) Given the reactants [C:1]([O:5][C:6](=[O:28])[NH:7][C@H:8]([C:22]1[CH:27]=[CH:26][CH:25]=[CH:24][CH:23]=1)[C:9]([NH:11][CH2:12][CH:13]1[CH2:18][CH2:17][N:16]([CH:19]([CH3:21])[CH3:20])[CH2:15][CH2:14]1)=O)([CH3:4])([CH3:3])[CH3:2].[H-].COCCO[Al+]OCCOC.[Na+].[H-].C1(C)C=CC=CC=1, predict the reaction product. The product is: [C:1]([O:5][C:6](=[O:28])[NH:7][C@H:8]([C:22]1[CH:27]=[CH:26][CH:25]=[CH:24][CH:23]=1)[CH2:9][NH:11][CH2:12][CH:13]1[CH2:14][CH2:15][N:16]([CH:19]([CH3:20])[CH3:21])[CH2:17][CH2:18]1)([CH3:3])([CH3:4])[CH3:2]. (5) Given the reactants [N:1]([CH2:4][C:5]1[CH:6]=[N:7][N:8]([C:10]2[CH:15]=[CH:14][C:13]([I:16])=[CH:12][CH:11]=2)[CH:9]=1)=[N+]=[N-], predict the reaction product. The product is: [I:16][C:13]1[CH:12]=[CH:11][C:10]([N:8]2[CH:9]=[C:5]([CH2:4][NH2:1])[CH:6]=[N:7]2)=[CH:15][CH:14]=1.